This data is from Forward reaction prediction with 1.9M reactions from USPTO patents (1976-2016). The task is: Predict the product of the given reaction. The product is: [Br:1][C:2]1[CH:7]=[C:6]([O:20][C:17]2[CH:6]=[CH:7][CH:2]=[CH:3][CH:4]=2)[CH:5]=[C:4]([O:16][C:10]2[CH:15]=[CH:14][CH:13]=[CH:12][CH:11]=2)[CH:3]=1. Given the reactants [Br:1][C:2]1[CH:7]=[C:6](F)[CH:5]=[C:4](F)[CH:3]=1.[C:10]1([OH:16])[CH:15]=[CH:14][CH:13]=[CH:12][CH:11]=1.[C:17](=[O:20])([O-])[O-].[K+].[K+].[Cl-].[Na+], predict the reaction product.